This data is from TCR-epitope binding with 47,182 pairs between 192 epitopes and 23,139 TCRs. The task is: Binary Classification. Given a T-cell receptor sequence (or CDR3 region) and an epitope sequence, predict whether binding occurs between them. (1) The epitope is LPPIVAKEI. The TCR CDR3 sequence is CAWTGTNYGYTF. Result: 0 (the TCR does not bind to the epitope). (2) The epitope is YLNTLTLAV. The TCR CDR3 sequence is CASSQTRGESYEQYF. Result: 0 (the TCR does not bind to the epitope). (3) The epitope is FLRGRAYGL. The TCR CDR3 sequence is CASSQDGLASYNEQFF. Result: 0 (the TCR does not bind to the epitope). (4) The epitope is KLGGALQAK. The TCR CDR3 sequence is CASSIASWAWGQPQHF. Result: 1 (the TCR binds to the epitope). (5) The epitope is AMFWSVPTV. The TCR CDR3 sequence is CASSYRGLIQPQHF. Result: 0 (the TCR does not bind to the epitope).